Task: Predict the product of the given reaction.. Dataset: Forward reaction prediction with 1.9M reactions from USPTO patents (1976-2016) (1) Given the reactants [NH:1]1[CH2:6][CH2:5][O:4][CH2:3][CH2:2]1.Br[C:8]1[C:17]2[C:12](=[CH:13][C:14]([C:18]3[CH:19]=[C:20]([CH:24]=[CH:25][C:26]=3[CH3:27])[C:21]([NH2:23])=[O:22])=[CH:15][CH:16]=2)[CH:11]=[N:10][CH:9]=1.C1(P(C2CCCCC2)C2C=CC=CC=2C2C(CCC)=CC(CCC)=CC=2CCC)CCCCC1.C(=O)([O-])[O-].[Cs+].[Cs+], predict the reaction product. The product is: [CH3:27][C:26]1[CH:25]=[CH:24][C:20]([C:21]([NH2:23])=[O:22])=[CH:19][C:18]=1[C:14]1[CH:13]=[C:12]2[C:17]([C:8]([N:1]3[CH2:6][CH2:5][O:4][CH2:3][CH2:2]3)=[CH:9][N:10]=[CH:11]2)=[CH:16][CH:15]=1. (2) Given the reactants [NH2:1][C:2]1[CH:3]=[CH:4][C:5]2[C:11]([CH3:13])([CH3:12])[CH2:10][CH2:9][C:8](=[O:14])[N:7](CC)[C:6]=2[CH:17]=1.Cl[C:19]1[N:24]=[C:23]([NH:25][C:26]2[CH:35]=[CH:34][CH:33]=[CH:32][C:27]=2[O:28][CH2:29][C:30]#[N:31])[C:22]([Cl:36])=[CH:21][N:20]=1, predict the reaction product. The product is: [Cl:36][C:22]1[C:23]([NH:25][C:26]2[CH:35]=[CH:34][CH:33]=[CH:32][C:27]=2[O:28][CH2:29][C:30]#[N:31])=[N:24][C:19]([NH:1][C:2]2[CH:3]=[CH:4][C:5]3[C:11]([CH3:12])([CH3:13])[CH2:10][CH2:9][C:8](=[O:14])[NH:7][C:6]=3[CH:17]=2)=[N:20][CH:21]=1. (3) The product is: [CH3:6][N:7]1[CH:11]=[C:10]([S:2]([Cl:1])(=[O:5])=[O:3])[N:9]=[C:8]1[CH3:12]. Given the reactants [Cl:1][S:2]([OH:5])(=O)=[O:3].[CH3:6][N:7]1[CH:11]=[CH:10][N:9]=[C:8]1[CH3:12].S(Cl)(Cl)=O.C(=O)([O-])[O-].[Na+].[Na+], predict the reaction product. (4) Given the reactants [CH3:1][O:2][C:3](=[O:31])[C@@H:4]1[CH2:8][CH:7]([N:9]=[N+]=[N-])[CH2:6][N:5]1[C:12](=[O:30])[CH2:13][CH2:14][C:15]1[CH:20]=[CH:19][C:18]([CH2:21][NH:22][C:23]([O:25][C:26]([CH3:29])([CH3:28])[CH3:27])=[O:24])=[CH:17][CH:16]=1, predict the reaction product. The product is: [CH3:1][O:2][C:3](=[O:31])[C@@H:4]1[CH2:8][CH:7]([NH2:9])[CH2:6][N:5]1[C:12](=[O:30])[CH2:13][CH2:14][C:15]1[CH:20]=[CH:19][C:18]([CH2:21][NH:22][C:23]([O:25][C:26]([CH3:27])([CH3:28])[CH3:29])=[O:24])=[CH:17][CH:16]=1. (5) Given the reactants [C:1]([C:3]1[CH:4]=[C:5]([C:13]2[O:17][N:16]=[C:15]([C:18]3[C:19]([CH3:35])=[C:20]4[C:25](=[CH:26][CH:27]=3)[CH2:24][N:23](C(OC(C)(C)C)=O)[CH2:22][CH2:21]4)[N:14]=2)[CH:6]=[CH:7][C:8]=1[O:9][CH:10]([CH3:12])[CH3:11])#[N:2].[ClH:36].O1CCOCC1, predict the reaction product. The product is: [ClH:36].[CH3:12][CH:10]([O:9][C:8]1[CH:7]=[CH:6][C:5]([C:13]2[O:17][N:16]=[C:15]([C:18]3[C:19]([CH3:35])=[C:20]4[C:25](=[CH:26][CH:27]=3)[CH2:24][NH:23][CH2:22][CH2:21]4)[N:14]=2)=[CH:4][C:3]=1[C:1]#[N:2])[CH3:11].